The task is: Predict the reactants needed to synthesize the given product.. This data is from Full USPTO retrosynthesis dataset with 1.9M reactions from patents (1976-2016). Given the product [N:29]1[CH:30]=[CH:31][CH:32]=[C:27]([C:25]2[N:24]=[CH:23][N:22]([C:2]3[N:3]=[C:4]([C:18]([F:21])([F:20])[F:19])[CH:5]=[C:6]([C:8]4[CH:13]=[CH:12][C:11]([C:14]([F:17])([F:16])[F:15])=[CH:10][CH:9]=4)[N:7]=3)[CH:26]=2)[CH:28]=1, predict the reactants needed to synthesize it. The reactants are: Cl[C:2]1[N:7]=[C:6]([C:8]2[CH:13]=[CH:12][C:11]([C:14]([F:17])([F:16])[F:15])=[CH:10][CH:9]=2)[CH:5]=[C:4]([C:18]([F:21])([F:20])[F:19])[N:3]=1.[NH:22]1[CH:26]=[C:25]([C:27]2[CH:28]=[N:29][CH:30]=[CH:31][CH:32]=2)[N:24]=[CH:23]1.